This data is from Reaction yield outcomes from USPTO patents with 853,638 reactions. The task is: Predict the reaction yield, written as a fraction of the theoretical maximum amount of product (1.0 means a 100% yield; for example, 0.34 means a 34% yield). The reactants are CC1(C)C(C)(C)OB([C:9]2[CH:10]=[C:11]3[CH:17]=[CH:16][NH:15][C:12]3=[N:13][CH:14]=2)O1.FC(F)(F)S(O[C:25]1[CH2:30][CH2:29][CH:28]([N:31]2[C@@H:35]([C:36]3[CH:41]=[CH:40][CH:39]=[CH:38][CH:37]=3)[C:34]([CH3:43])([CH3:42])[O:33][C:32]2=[O:44])[CH2:27][CH:26]=1)(=O)=O.C(=O)([O-])[O-].[Na+].[Na+].CO. The catalyst is O1CCOCC1.C(Cl)Cl.C1C=CC([P]([Pd]([P](C2C=CC=CC=2)(C2C=CC=CC=2)C2C=CC=CC=2)([P](C2C=CC=CC=2)(C2C=CC=CC=2)C2C=CC=CC=2)[P](C2C=CC=CC=2)(C2C=CC=CC=2)C2C=CC=CC=2)(C2C=CC=CC=2)C2C=CC=CC=2)=CC=1. The product is [NH:15]1[C:12]2=[N:13][CH:14]=[C:9]([C:25]3[CH2:30][CH2:29][CH:28]([N:31]4[C@@H:35]([C:36]5[CH:37]=[CH:38][CH:39]=[CH:40][CH:41]=5)[C:34]([CH3:42])([CH3:43])[O:33][C:32]4=[O:44])[CH2:27][CH:26]=3)[CH:10]=[C:11]2[CH:17]=[CH:16]1. The yield is 1.00.